This data is from Forward reaction prediction with 1.9M reactions from USPTO patents (1976-2016). The task is: Predict the product of the given reaction. (1) Given the reactants Cl[C:2]1[C:7]([N+:8]([O-:10])=[O:9])=[C:6]([CH3:11])[CH:5]=[C:4]([Cl:12])[N:3]=1.[F:13][C:14]1([F:20])[CH2:19][CH2:18][NH:17][CH2:16][CH2:15]1, predict the reaction product. The product is: [Cl:12][C:4]1[N:3]=[C:2]([N:17]2[CH2:18][CH2:19][C:14]([F:20])([F:13])[CH2:15][CH2:16]2)[C:7]([N+:8]([O-:10])=[O:9])=[C:6]([CH3:11])[CH:5]=1. (2) Given the reactants C1(C(C2C=CC=CC=2)[N:8]2[C:16]3[C:11](=[CH:12][CH:13]=[CH:14][CH:15]=3)[C:10]3([C:20]4[CH:21]=[C:22]([OH:25])[CH:23]=[CH:24][C:19]=4[O:18][CH2:17]3)[C:9]2=[O:26])C=CC=CC=1.C1(C(C2C=CC=CC=2)N2C3C(=CC(C)=CC=3)C3(C4=CC5OCOC=5C=C4OC3)C2=O)C=CC=CC=1, predict the reaction product. The product is: [OH:25][C:22]1[CH:23]=[CH:24][C:19]2[O:18][CH2:17][C:10]3([C:11]4[C:16](=[CH:15][CH:14]=[CH:13][CH:12]=4)[NH:8][C:9]3=[O:26])[C:20]=2[CH:21]=1. (3) The product is: [C:18]([NH:17][C:13]1[CH:12]=[C:11]([CH:8]2[CH2:9][CH2:10][N:5]([CH2:4][CH2:3][C@H:2]([NH:1][C:29](=[O:36])[C:30]3[CH:35]=[CH:34][CH:33]=[N:32][CH:31]=3)[C:23]3[CH:24]=[CH:25][CH:26]=[CH:27][CH:28]=3)[CH2:6][CH2:7]2)[CH:16]=[CH:15][CH:14]=1)(=[O:22])[CH:19]([CH3:21])[CH3:20]. Given the reactants [NH2:1][C@H:2]([C:23]1[CH:28]=[CH:27][CH:26]=[CH:25][CH:24]=1)[CH2:3][CH2:4][N:5]1[CH2:10][CH2:9][CH:8]([C:11]2[CH:12]=[C:13]([NH:17][C:18](=[O:22])[CH:19]([CH3:21])[CH3:20])[CH:14]=[CH:15][CH:16]=2)[CH2:7][CH2:6]1.[C:29](Cl)(=[O:36])[C:30]1[CH:35]=[CH:34][CH:33]=[N:32][CH:31]=1, predict the reaction product. (4) Given the reactants [F:1][CH:2]([F:41])[C:3]1[N:7]([C:8]2[CH:13]=[C:12]([N:14]3[CH2:19][CH2:18][O:17][CH2:16][CH2:15]3)[N:11]=[C:10]([NH:20][CH2:21][CH:22]3[CH2:27][CH2:26][N:25]([CH:28]4[CH2:32][CH2:31][CH2:30][CH:29]4[C:33](OC)=[O:34])[CH2:24][CH2:23]3)[N:9]=2)[C:6]2[CH:37]=[CH:38][CH:39]=[CH:40][C:5]=2[N:4]=1.O1CCCC1.C([Al]CC(C)C)C(C)C.O.O.O.O.O.O.O.O.O.O.S([O-])([O-])(=O)=O.[Na+].[Na+], predict the reaction product. The product is: [F:41][CH:2]([F:1])[C:3]1[N:7]([C:8]2[CH:13]=[C:12]([N:14]3[CH2:15][CH2:16][O:17][CH2:18][CH2:19]3)[N:11]=[C:10]([NH:20][CH2:21][CH:22]3[CH2:27][CH2:26][N:25]([CH:28]4[CH2:32][CH2:31][CH2:30][CH:29]4[CH2:33][OH:34])[CH2:24][CH2:23]3)[N:9]=2)[C:6]2[CH:37]=[CH:38][CH:39]=[CH:40][C:5]=2[N:4]=1. (5) Given the reactants [CH3:1][C@@H:2]1[O:7][C@@H:6]([O:8][C@@H:9]2[C:14]3=[C:15]([OH:32])[C:16]4[C:28](=[O:29])[C:27]5[C:22](=[CH:23][CH:24]=[CH:25][C:26]=5[O:30][CH3:31])[C:20](=[O:21])[C:17]=4[C:18]([OH:19])=[C:13]3[CH2:12][C@@:11]([OH:37])([C:33]([CH2:35][OH:36])=[O:34])[CH2:10]2)[CH2:5][C@H:4]([NH2:38])[C@H:3]1[OH:39].Cl.C(N(C(C)C)CC)(C)C.ClCCCC(Cl)=O.O, predict the reaction product. The product is: [CH3:1][C@@H:2]1[O:7][C@@H:6]([O:8][C@@H:9]2[C:14]3=[C:15]([OH:32])[C:16]4[C:28](=[O:29])[C:27]5[C:22](=[CH:23][CH:24]=[CH:25][C:26]=5[O:30][CH3:31])[C:20](=[O:21])[C:17]=4[C:18]([OH:19])=[C:13]3[CH2:12][C@@:11]([OH:37])([C:33]([CH2:35][OH:36])=[O:34])[CH2:10]2)[CH2:5][C@H:4]([NH2:38])[C@H:3]1[OH:39]. (6) Given the reactants N#N.[O-]CC.[Na+].[C:7]([O:14][CH2:15][CH3:16])(=[O:13])[C:8]([O:10]CC)=O.[CH3:17][C:18]1[C:23]([N+:24]([O-:26])=[O:25])=[CH:22][CH:21]=[CH:20][N:19]=1.[NH4+].[Cl-], predict the reaction product. The product is: [CH2:15]([O:14][C:7](=[O:13])[C:8]([OH:10])=[CH:17][C:18]1[C:23]([N+:24]([O-:26])=[O:25])=[CH:22][CH:21]=[CH:20][N:19]=1)[CH3:16].